Dataset: Peptide-MHC class I binding affinity with 185,985 pairs from IEDB/IMGT. Task: Regression. Given a peptide amino acid sequence and an MHC pseudo amino acid sequence, predict their binding affinity value. This is MHC class I binding data. (1) The peptide sequence is ERAFQNWSV. The MHC is HLA-A26:01 with pseudo-sequence HLA-A26:01. The binding affinity (normalized) is 0.0847. (2) The peptide sequence is YLYLTFYFT. The MHC is HLA-A68:02 with pseudo-sequence HLA-A68:02. The binding affinity (normalized) is 0.541. (3) The MHC is HLA-A26:01 with pseudo-sequence HLA-A26:01. The binding affinity (normalized) is 0.158. The peptide sequence is VMMSAPPAEY. (4) The peptide sequence is RYSHWTKL. The MHC is HLA-A68:02 with pseudo-sequence HLA-A68:02. The binding affinity (normalized) is 0.0847. (5) The peptide sequence is GYAWIDFDI. The MHC is HLA-A02:01 with pseudo-sequence HLA-A02:01. The binding affinity (normalized) is 0.0847.